Dataset: Peptide-MHC class I binding affinity with 185,985 pairs from IEDB/IMGT. Task: Regression. Given a peptide amino acid sequence and an MHC pseudo amino acid sequence, predict their binding affinity value. This is MHC class I binding data. (1) The peptide sequence is IALLTNSL. The MHC is H-2-Db with pseudo-sequence H-2-Db. The binding affinity (normalized) is 0.0322. (2) The peptide sequence is WLRAHPVAI. The MHC is HLA-A26:01 with pseudo-sequence HLA-A26:01. The binding affinity (normalized) is 0.213. (3) The peptide sequence is MTLMKGASK. The MHC is HLA-A03:01 with pseudo-sequence HLA-A03:01. The binding affinity (normalized) is 0.732.